From a dataset of Peptide-MHC class II binding affinity with 134,281 pairs from IEDB. Regression. Given a peptide amino acid sequence and an MHC pseudo amino acid sequence, predict their binding affinity value. This is MHC class II binding data. (1) The MHC is DRB1_1001 with pseudo-sequence DRB1_1001. The binding affinity (normalized) is 0.478. The peptide sequence is LQIIDKIDAAFKVAA. (2) The binding affinity (normalized) is 0.412. The MHC is HLA-DPA10103-DPB10401 with pseudo-sequence HLA-DPA10103-DPB10401. The peptide sequence is KFTVFEAAFNKAIKE. (3) The peptide sequence is IEGITLLNAKFFHMN. The MHC is HLA-DPA10301-DPB10402 with pseudo-sequence HLA-DPA10301-DPB10402. The binding affinity (normalized) is 0.766. (4) The peptide sequence is LQLQPFPQPQLPY. The MHC is HLA-DQA10501-DQB10201 with pseudo-sequence HLA-DQA10501-DQB10201. The binding affinity (normalized) is 0.208.